From a dataset of Experimentally validated miRNA-target interactions with 360,000+ pairs, plus equal number of negative samples. Binary Classification. Given a miRNA mature sequence and a target amino acid sequence, predict their likelihood of interaction. (1) The miRNA is mmu-miR-1946b with sequence GCCGGGCAGUGGUGGCACAUGCUUUU. The protein sequence of the target gene is MEAEDIQEELTCPICLDYFQDPVSIECGHNFCRGCLHRNWAPGGGPFPCPECRHPSAPAALRPNWALARLTEKTQRRRLGPVPPGLCGRHWEPLRLFCEDDQRPVCLVCRESQEHQTHAMAPIDEAFESYRTGNFDIHVDEWKRRLIRLLLYHFKQEEKLLKSQRNLVAKMKKVMHLQDVEVKNATQWKDKIKSQRMRISTEFSKLHNFLVEEEDLFLQRLNKEEEETKKKLNENTLKLNQTIASLKKLILEVGEKSQAPTLELLQNPKEVLTRSEIQDVNYSLEAVKVKTVCQIPLMKE.... Result: 0 (no interaction). (2) The miRNA is hsa-miR-6839-5p with sequence UCUGGAUUGAAGAGACGACCCA. The protein sequence of the target gene is MEKEETTRELLLPNWQGSGSHGLTIAQRDDGVFVQEVTQNSPAARTGVVKEGDQIVGATIYFDNLQSGEVTQLLNTMGHHTVGLKLHRKGDRSPEPGQTWTREVFSSCSSEVVLSGDDEEYQRIYTTKIKPRLKSEDGVEGDLGETQSRTITVTRRVTAYTVDVTGREGAKDIDISSPEFKIKIPRHELTEISNVDVETQSGKTVIRLPSGSGAASPTGSAVDIRAGAISASGPELQGAGHSKLQVTMPGIKVGGSGVNVNAKGLDLGGRGGVQVPAVDISSSLGGRAVEVQGPSLESGD.... Result: 0 (no interaction). (3) The miRNA is hsa-miR-517b-3p with sequence AUCGUGCAUCCCUUUAGAGUGU. The protein sequence of the target gene is MQLEHCLSPSIMLSKKFLNVSSSYPHSGGSELVLHDHPIISTTDNLERSSPLKKITRGMTNQSDTDNFPDSKDSPGDVQRSKLSPVLDGVSELRHSFDGSAADRYLLSQSSQPQSAATAPSAMFPYPSQHGPAHPAFSIGSPSRYMAHHPVITNGAYNSLLSNSSPQGYPTAGYPYPQQYGHSYQGAPFYQFSSTQPGLVPGKAQVYLCNRPLWLKFHRHQTEMIITKQGRRMFPFLSFNISGLDPTAHYNIFVDVILADPNHWRFQGGKWVPCGKADTNVQGNRVYMHPDSPNTGAHWM.... Result: 0 (no interaction). (4) Result: 0 (no interaction). The miRNA is mmu-miR-5100 with sequence UCGAAUCCCAGCGGUGCCUCU. The protein sequence of the target gene is MDPSRSRSGGSGEESSFQENERRWQQERLHREEAYYQFINELSDEDYRLMRDHNLLGTPGEITSEELQQRLERAKEQLASQPGSDSAASDGDSESLRAHSDEDSLLRWLNTFRRTGNVTRSGQNGNQSWRAVSRTNPNSGEFGFSLEIHINPDNRGSEMHGEDSTDIPLSGVNREHRQQRPSSPVARRTRSQTSMSSSGPRGRRGARRQGSVQGSFATLGRLRNGIGVALGVPRVSAPRTNVINSHTNQSDGSTLRQGGRQRFGAAHIWENGARSNVTVRNTNQRLEPIRLRPAFSSRSR.... (5) The miRNA is hsa-miR-6858-3p with sequence CAGCCAGCCCCUGCUCACCCCU. The protein sequence of the target gene is MASSVAPYEQLVRQVEALKAENSHLRQELRDNSSHLSKLETETSGMKEVLKHLQGKLEQEARVLVSSGQTEVLEQLKALQMDITSLYNLKFQPPTLGPEPAARTPEGSPVHGSGPSKDSFGELSRATIRLLEELDRERCFLLNEIEKEEKEKLWYYSQLQGLSKRLDELPHVETQFSMQMDLIRQQLEFEAQHIRSLMEERFGTSDEMVQRAQIRASRLEQIDKELLEAQDRVQQTEPQALLAVKSVPVDEDPETEVPTHPEDGTPQPGNSKVEVVFWLLSMLATRDQEDTARTLLAMSS.... Result: 1 (interaction).